Predict the reaction yield, written as a fraction of the theoretical maximum amount of product (1.0 means a 100% yield; for example, 0.34 means a 34% yield). From a dataset of Reaction yield outcomes from USPTO patents with 853,638 reactions. The reactants are [C:1]([C:3]1[CH:4]=[CH:5][C:6]2[O:11][CH:10]([C:12]([NH:14][C:15]3[CH:20]=[C:19]([O:21]C(OC)=O)[C:18]([CH:26]4[CH2:30][CH2:29][CH2:28][CH2:27]4)=[CH:17][C:16]=3[CH:31]3[CH2:36][CH2:35][N:34]([C:37](OC(C)(C)C)=O)[CH2:33][CH2:32]3)=[O:13])[CH2:9][NH:8][C:7]=2[CH:44]=1)#[N:2].C(O)(C(F)(F)F)=O.C=O.C(O)(=O)C.C(O[BH-](OC(=O)C)OC(=O)C)(=O)C.[Na+].C([O-])(O)=O.[Na+].[OH-].[K+].Cl. The catalyst is ClCCl. The product is [C:1]([C:3]1[CH:4]=[CH:5][C:6]2[O:11][CH:10]([C:12]([NH:14][C:15]3[CH:20]=[C:19]([OH:21])[C:18]([CH:26]4[CH2:27][CH2:28][CH2:29][CH2:30]4)=[CH:17][C:16]=3[CH:31]3[CH2:36][CH2:35][N:34]([CH3:37])[CH2:33][CH2:32]3)=[O:13])[CH2:9][NH:8][C:7]=2[CH:44]=1)#[N:2]. The yield is 0.0700.